From a dataset of Forward reaction prediction with 1.9M reactions from USPTO patents (1976-2016). Predict the product of the given reaction. (1) Given the reactants [NH2:1][C:2]1[N:7]=[CH:6][N:5]=[C:4]2[N:8]([CH:14]([C:16]3[C:17]([O:35][CH3:36])=[C:18]([CH:24]4[CH2:27][N:26]([C:28]([O:30][C:31]([CH3:34])([CH3:33])[CH3:32])=[O:29])[CH2:25]4)[C:19]([CH3:23])=[C:20](Cl)[CH:21]=3)[CH3:15])[N:9]=[C:10]([CH:11]([F:13])[F:12])[C:3]=12.[CH3:37][N:38]1CCCC1=O, predict the reaction product. The product is: [NH2:1][C:2]1[N:7]=[CH:6][N:5]=[C:4]2[N:8]([CH:14]([C:16]3[C:17]([O:35][CH3:36])=[C:18]([CH:24]4[CH2:27][N:26]([C:28]([O:30][C:31]([CH3:34])([CH3:33])[CH3:32])=[O:29])[CH2:25]4)[C:19]([CH3:23])=[C:20]([C:37]#[N:38])[CH:21]=3)[CH3:15])[N:9]=[C:10]([CH:11]([F:13])[F:12])[C:3]=12. (2) Given the reactants [CH3:1][NH:2][C:3]1[CH:8]=[CH:7][N:6]=[C:5]2[CH:9]=[C:10]([C:12]3[N:13]=[CH:14][N:15]([CH3:17])[CH:16]=3)[S:11][C:4]=12.[F:18][C:19]1[CH:20]=[C:21]([N+:26]([O-:28])=[O:27])[CH:22]=[CH:23][C:24]=1F.C(=O)([O-])[O-].[Cs+].[Cs+], predict the reaction product. The product is: [F:18][C:19]1[CH:20]=[C:21]([N+:26]([O-:28])=[O:27])[CH:22]=[CH:23][C:24]=1[N:2]([CH3:1])[C:3]1[CH:8]=[CH:7][N:6]=[C:5]2[CH:9]=[C:10]([C:12]3[N:13]=[CH:14][N:15]([CH3:17])[CH:16]=3)[S:11][C:4]=12. (3) Given the reactants [CH3:1][C:2]1([CH3:24])[NH:7][C:6](=[O:8])[C:5]2[S:9][C:10]([N:12]3[C:17]4[CH:18]=[CH:19][C:20]([O:22][CH3:23])=[CH:21][C:16]=4[O:15][CH2:14][CH2:13]3)=[N:11][C:4]=2[CH2:3]1.[Br:25]N1C(=O)CCC1=O, predict the reaction product. The product is: [Br:25][C:19]1[C:20]([O:22][CH3:23])=[CH:21][C:16]2[O:15][CH2:14][CH2:13][N:12]([C:10]3[S:9][C:5]4[C:6](=[O:8])[NH:7][C:2]([CH3:24])([CH3:1])[CH2:3][C:4]=4[N:11]=3)[C:17]=2[CH:18]=1. (4) Given the reactants [Br:1][C:2]1[C:7]([CH3:8])=[CH:6][C:5](I)=[CH:4][C:3]=1[CH3:10].[NH:11]1[CH:15]=[N:14][CH:13]=[N:12]1.C(=O)([O-])[O-].[K+].[K+], predict the reaction product. The product is: [Br:1][C:2]1[C:7]([CH3:8])=[CH:6][C:5]([N:11]2[CH:15]=[N:14][CH:13]=[N:12]2)=[CH:4][C:3]=1[CH3:10]. (5) Given the reactants [F:1][C:2]([F:22])([F:21])[C:3]([CH:5]1[CH2:10][CH2:9][N:8](C(OCC2C=CC=CC=2)=O)[CH2:7][CH2:6]1)=[O:4].N, predict the reaction product. The product is: [F:22][C:2]([F:1])([F:21])[C:3]([CH:5]1[CH2:6][CH2:7][NH:8][CH2:9][CH2:10]1)=[O:4]. (6) Given the reactants [CH3:1][N:2]1[CH2:7][CH2:6][N:5]([CH2:8][C:9]([OH:11])=O)[CH2:4][CH2:3]1.C(N(CC)C(C)C)(C)C.F[B-](F)(F)F.N1(OC(N(C)C)=[N+](C)C)C2C=CC=CC=2N=N1.[CH:43]1([NH:50][C:51]2[O:52][CH2:53][C:54]3[CH:60]=[C:59]([NH2:61])[CH:58]=[CH:57][C:55]=3[N:56]=2)[CH2:49][CH2:48][CH2:47][CH2:46][CH2:45][CH2:44]1, predict the reaction product. The product is: [CH:43]1([NH:50][C:51]2[O:52][CH2:53][C:54]3[CH:60]=[C:59]([NH:61][C:9](=[O:11])[CH2:8][N:5]4[CH2:4][CH2:3][N:2]([CH3:1])[CH2:7][CH2:6]4)[CH:58]=[CH:57][C:55]=3[N:56]=2)[CH2:44][CH2:45][CH2:46][CH2:47][CH2:48][CH2:49]1. (7) The product is: [Cl:9][C:10]1[CH:18]=[CH:17][C:13]([CH2:14][N:15]([CH3:16])[C:2]2[N:7]=[C:6]([N:15]([CH2:14][C:13]3[CH:17]=[CH:18][C:10]([Cl:9])=[CH:11][CH:12]=3)[CH3:16])[CH:5]=[CH:4][N:3]=2)=[CH:12][CH:11]=1. Given the reactants Cl[C:2]1[N:7]=[C:6](Cl)[CH:5]=[CH:4][N:3]=1.[Cl:9][C:10]1[CH:18]=[CH:17][C:13]([CH2:14][NH:15][CH3:16])=[CH:12][CH:11]=1.C([O-])(O)=O.[Na+], predict the reaction product. (8) Given the reactants [OH:1][C:2]1[C:3]([O:20][CH3:21])=[C:4]([C:10]2[CH:18]=[CH:17][CH:16]=[C:15]3[C:11]=2[CH2:12][CH2:13][C:14]3=[O:19])[CH:5]=[CH:6][C:7]=1[O:8][CH3:9].C(=O)([O-])[O-].[K+].[K+].[CH2:28](Br)[CH2:29][CH3:30], predict the reaction product. The product is: [CH3:21][O:20][C:3]1[C:2]([O:1][CH2:28][CH2:29][CH3:30])=[C:7]([O:8][CH3:9])[CH:6]=[CH:5][C:4]=1[C:10]1[CH:18]=[CH:17][CH:16]=[C:15]2[C:11]=1[CH2:12][CH2:13][C:14]2=[O:19].